This data is from Full USPTO retrosynthesis dataset with 1.9M reactions from patents (1976-2016). The task is: Predict the reactants needed to synthesize the given product. (1) Given the product [Br:1][C:2]1[C:10]2[C:5](=[N:6][CH:7]=[N:8][C:9]=2[NH:21][C:17]2[CH:16]=[C:15]3[C:20](=[CH:19][CH:18]=2)[NH:12][N:13]=[CH:14]3)[NH:4][N:3]=1, predict the reactants needed to synthesize it. The reactants are: [Br:1][C:2]1[C:10]2[C:5](=[N:6][CH:7]=[N:8][C:9]=2Cl)[NH:4][N:3]=1.[NH:12]1[C:20]2[C:15](=[CH:16][C:17]([NH2:21])=[CH:18][CH:19]=2)[CH:14]=[N:13]1. (2) Given the product [ClH:1].[Cl:1][C:2]1[CH:7]=[CH:6][C:5]([C:8]2[S:26][C:11]3[C:12](=[O:25])[N:13]([C:16]4[CH:21]=[CH:20][C:19]([O:22][CH2:35][C:36]5[N:40]([CH3:41])[CH:39]=[N:38][CH:37]=5)=[C:18]([O:23][CH3:24])[CH:17]=4)[CH:14]=[CH:15][C:10]=3[CH:9]=2)=[CH:4][CH:3]=1, predict the reactants needed to synthesize it. The reactants are: [Cl:1][C:2]1[CH:7]=[CH:6][C:5]([C:8]2[S:26][CH:11]3[C:12](=[O:25])[N:13]([C:16]4[CH:21]=[CH:20][C:19]([OH:22])=[C:18]([O:23][CH3:24])[CH:17]=4)[CH:14]=[CH:15][CH:10]3[CH:9]=2)=[CH:4][CH:3]=1.C([O-])([O-])=O.[K+].[K+].Cl.Cl[CH2:35][CH:36]1[N:40]([CH3:41])[CH:39]=[N:38][CH2:37]1.Cl.